This data is from Reaction yield outcomes from USPTO patents with 853,638 reactions. The task is: Predict the reaction yield, written as a fraction of the theoretical maximum amount of product (1.0 means a 100% yield; for example, 0.34 means a 34% yield). The reactants are [OH:1][CH2:2][C:3]([CH3:36])([CH3:35])[O:4][NH:5][C:6]([C:8]1[C:9]([NH:26][C:27]2[CH:32]=[CH:31][C:30]([I:33])=[CH:29][C:28]=2[F:34])=[C:10]2[CH:16]=[N:15][N:14](CC3C=CC(OC)=CC=3)[C:11]2=[N:12][CH:13]=1)=[O:7]. The catalyst is C(O)(C(F)(F)F)=O. The product is [OH:1][CH2:2][C:3]([CH3:36])([CH3:35])[O:4][NH:5][C:6]([C:8]1[C:9]([NH:26][C:27]2[CH:32]=[CH:31][C:30]([I:33])=[CH:29][C:28]=2[F:34])=[C:10]2[CH:16]=[N:15][NH:14][C:11]2=[N:12][CH:13]=1)=[O:7]. The yield is 0.110.